Dataset: Full USPTO retrosynthesis dataset with 1.9M reactions from patents (1976-2016). Task: Predict the reactants needed to synthesize the given product. Given the product [C:15]([O:14][C:12]([N:6]1[CH2:5][C:4]2[C:8](=[CH:9][C:10]([I:11])=[C:2]([F:1])[CH:3]=2)[CH2:7]1)=[O:13])([CH3:18])([CH3:17])[CH3:16], predict the reactants needed to synthesize it. The reactants are: [F:1][C:2]1[CH:3]=[C:4]2[C:8](=[CH:9][C:10]=1[I:11])[CH2:7][NH:6][CH2:5]2.[C:12](O[C:12]([O:14][C:15]([CH3:18])([CH3:17])[CH3:16])=[O:13])([O:14][C:15]([CH3:18])([CH3:17])[CH3:16])=[O:13].